Dataset: Reaction yield outcomes from USPTO patents with 853,638 reactions. Task: Predict the reaction yield, written as a fraction of the theoretical maximum amount of product (1.0 means a 100% yield; for example, 0.34 means a 34% yield). The reactants are [NH2:1][C:2]1[CH:11]=[C:10]2[C:5]([CH:6]=[C:7]([C:15]3[C:16]([Br:32])=[CH:17][C:18]([F:31])=[C:19]([NH:21][C:22]([NH:24][C:25]4[CH:30]=[CH:29][CH:28]=[CH:27][CH:26]=4)=[O:23])[CH:20]=3)[C:8](=[O:14])[N:9]2[CH2:12][CH3:13])=[CH:4][N:3]=1.[C:33]([CH2:35][C:36](OCC)=[O:37])#[N:34]. The catalyst is CN1C(=O)CCC1. The product is [Br:32][C:16]1[CH:17]=[C:18]([F:31])[C:19]([NH:21][C:22]([NH:24][C:25]2[CH:26]=[CH:27][CH:28]=[CH:29][CH:30]=2)=[O:23])=[CH:20][C:15]=1[C:7]1[C:8](=[O:14])[N:9]([CH2:12][CH3:13])[C:10]2[C:5]([CH:6]=1)=[CH:4][N:3]=[C:2]([NH:1][C:36](=[O:37])[CH2:35][C:33]#[N:34])[CH:11]=2. The yield is 0.0850.